Task: Predict the reactants needed to synthesize the given product.. Dataset: Full USPTO retrosynthesis dataset with 1.9M reactions from patents (1976-2016) (1) Given the product [BrH:5].[C:2]([S:3][CH2:6][C:7]1[CH:12]=[CH:11][C:10]([N+:13]([O-:15])=[O:14])=[CH:9][CH:8]=1)(=[NH:4])[NH2:1], predict the reactants needed to synthesize it. The reactants are: [NH2:1][C:2]([NH2:4])=[S:3].[Br:5][CH2:6][C:7]1[CH:12]=[CH:11][C:10]([N+:13]([O-:15])=[O:14])=[CH:9][CH:8]=1. (2) Given the product [C:7]1([C:16]2[CH:21]=[CH:20][CH:19]=[CH:18][CH:17]=2)[CH:12]=[CH:11][C:10]([C:23]2[C:24]([NH2:29])=[N:25][CH:26]=[CH:27][CH:28]=2)=[CH:9][CH:8]=1, predict the reactants needed to synthesize it. The reactants are: C(=O)([O-])[O-].[Na+].[Na+].[C:7]1([C:16]2[CH:21]=[CH:20][CH:19]=[CH:18][CH:17]=2)[CH:12]=[CH:11][C:10](B(O)O)=[CH:9][CH:8]=1.Br[C:23]1[C:24]([NH2:29])=[N:25][CH:26]=[CH:27][CH:28]=1.O. (3) Given the product [Br:15][C:16]1[CH:21]=[CH:20][C:19]([O:22][CH:2]([F:7])[F:6])=[C:18]([F:23])[CH:17]=1, predict the reactants needed to synthesize it. The reactants are: Cl[C:2]([F:7])([F:6])C([O-])=O.[Na+].C(=O)([O-])[O-].[K+].[K+].[Br:15][C:16]1[CH:21]=[CH:20][C:19]([OH:22])=[C:18]([F:23])[CH:17]=1.[OH-].[Na+]. (4) The reactants are: [CH3:1][C:2]1[CH:3]=[C:4]([O:10][CH3:11])[C:5](=[O:9])[NH:6][C:7]=1[CH3:8].[OH-].[K+].I[CH2:15][CH2:16][CH2:17][CH3:18]. Given the product [CH2:15]([N:6]1[C:7]([CH3:8])=[C:2]([CH3:1])[CH:3]=[C:4]([O:10][CH3:11])[C:5]1=[O:9])[CH2:16][CH2:17][CH3:18], predict the reactants needed to synthesize it. (5) Given the product [C:1]1([CH2:14][O:15][C:16]([NH:18][C@H:19]([C:61]([OH:63])=[O:62])[CH2:20][S:21][CH2:22][C@H:23]([O:43][C:44](=[O:60])[CH2:45][CH2:46][CH2:47][CH2:48][CH2:49][CH2:50][CH2:51][CH2:52][CH2:53][CH2:54][CH2:55][CH2:56][CH2:57][CH2:58][CH3:59])[CH2:24][O:25][C:26](=[O:42])[CH2:27][CH2:28][CH2:29][CH2:30][CH2:31][CH2:32][CH2:33][CH2:34][CH2:35][CH2:36][CH2:37][CH2:38][CH2:39][CH2:40][CH3:41])=[O:17])[C:13]2[CH2:12][C:11]3[C:6](=[CH:7][CH:8]=[CH:9][CH:10]=3)[C:5]=2[CH:4]=[CH:3][CH:2]=1, predict the reactants needed to synthesize it. The reactants are: [C:1]1([CH2:14][O:15][C:16]([NH:18][C@H:19]([C:61]([OH:63])=[O:62])[CH2:20][S:21][CH2:22][CH:23]([O:43][C:44](=[O:60])[CH2:45][CH2:46][CH2:47][CH2:48][CH2:49][CH2:50][CH2:51][CH2:52][CH2:53][CH2:54][CH2:55][CH2:56][CH2:57][CH2:58][CH3:59])[CH2:24][O:25][C:26](=[O:42])[CH2:27][CH2:28][CH2:29][CH2:30][CH2:31][CH2:32][CH2:33][CH2:34][CH2:35][CH2:36][CH2:37][CH2:38][CH2:39][CH2:40][CH3:41])=[O:17])[C:13]2[CH2:12][C:11]3[C:6](=[CH:7][CH:8]=[CH:9][CH:10]=3)[C:5]=2[CH:4]=[CH:3][CH:2]=1.C(OC(=O)[C@H](CSC[C@H](OC(=O)CCCCCCCCCCCCCCC)COC(=O)CCCCCCCCCCCCCCC)NC(OCC1C2CC3C(=CC=CC=3)C=2C=CC=1)=O)(C)(C)C. (6) Given the product [NH2:28][C:4]1[C:5]([O:8][CH2:9][C:10]([N:12]2[CH2:17][C@H:16]([CH3:18])[N:15]([CH2:19][C:20]3[CH:21]=[CH:22][C:23]([F:26])=[CH:24][CH:25]=3)[CH2:14][C@H:13]2[CH3:27])=[O:11])=[N:6][CH:7]=[C:2]([Cl:1])[CH:3]=1, predict the reactants needed to synthesize it. The reactants are: [Cl:1][C:2]1[CH:3]=[C:4]([N+:28]([O-])=O)[C:5]([O:8][CH2:9][C:10]([N:12]2[CH2:17][C@H:16]([CH3:18])[N:15]([CH2:19][C:20]3[CH:25]=[CH:24][C:23]([F:26])=[CH:22][CH:21]=3)[CH2:14][C@H:13]2[CH3:27])=[O:11])=[N:6][CH:7]=1.[H][H]. (7) Given the product [F:20][C:21]1[CH:26]=[C:25]([F:27])[CH:24]=[CH:23][C:22]=1[C:2]1[CH:11]=[N:10][CH:9]=[C:8]2[C:3]=1[CH:4]=[C:5]([C:12]([NH:14][CH2:15][C:16]([F:19])([F:18])[F:17])=[O:13])[CH:6]=[N:7]2, predict the reactants needed to synthesize it. The reactants are: Br[C:2]1[CH:11]=[N:10][CH:9]=[C:8]2[C:3]=1[CH:4]=[C:5]([C:12]([NH:14][CH2:15][C:16]([F:19])([F:18])[F:17])=[O:13])[CH:6]=[N:7]2.[F:20][C:21]1[CH:26]=[C:25]([F:27])[CH:24]=[CH:23][C:22]=1B(O)O.C(=O)([O-])[O-].[Cs+].[Cs+]. (8) Given the product [N+:17]([C:14]1[CH:15]=[CH:16][C:11]([CH2:10][N:5]2[CH2:6][CH2:7][O:3][C:4]2=[O:8])=[CH:12][CH:13]=1)([O-:19])=[O:18], predict the reactants needed to synthesize it. The reactants are: [H-].[Na+].[O:3]1[CH2:7][CH2:6][NH:5][C:4]1=[O:8].Br[CH2:10][C:11]1[CH:16]=[CH:15][C:14]([N+:17]([O-:19])=[O:18])=[CH:13][CH:12]=1.CO. (9) Given the product [Cl:13][C:14]1[CH:15]=[CH:16][C:17]([C:18]([NH:20][C:21]2[CH:26]=[C:25]([C:27]([F:30])([F:28])[F:29])[CH:24]=[C:23]([N:31]3[CH:35]=[C:34]([CH3:36])[N:33]=[CH:32]3)[CH:22]=2)=[O:19])=[CH:37][C:38]=1[C:12]#[C:11][C:8]1[N:7]=[N:6][C:5]([NH:4][CH:1]2[CH2:3][CH2:2]2)=[CH:10][CH:9]=1, predict the reactants needed to synthesize it. The reactants are: [CH:1]1([NH:4][C:5]2[N:6]=[N:7][C:8]([C:11]#[CH:12])=[CH:9][CH:10]=2)[CH2:3][CH2:2]1.[Cl:13][C:14]1[CH:38]=[CH:37][C:17]([C:18]([NH:20][C:21]2[CH:26]=[C:25]([C:27]([F:30])([F:29])[F:28])[CH:24]=[C:23]([N:31]3[CH:35]=[C:34]([CH3:36])[N:33]=[CH:32]3)[CH:22]=2)=[O:19])=[CH:16][C:15]=1I.